From a dataset of Catalyst prediction with 721,799 reactions and 888 catalyst types from USPTO. Predict which catalyst facilitates the given reaction. The catalyst class is: 117. Reactant: Br[C:2]1[N:6]2[N:7]=[C:8]([Cl:11])[CH:9]=[CH:10][C:5]2=[N:4][CH:3]=1.C([O-])([O-])=O.[Na+].[Na+].[Cl:18][C:19]1[CH:24]=[CH:23][C:22](B(O)O)=[CH:21][CH:20]=1. Product: [Cl:11][C:8]1[CH:9]=[CH:10][C:5]2[N:6]([C:2]([C:22]3[CH:23]=[CH:24][C:19]([Cl:18])=[CH:20][CH:21]=3)=[CH:3][N:4]=2)[N:7]=1.